This data is from Catalyst prediction with 721,799 reactions and 888 catalyst types from USPTO. The task is: Predict which catalyst facilitates the given reaction. (1) Reactant: [BH4-].[Na+].[F:3][C:4]1([F:38])[O:8][C:7]2[CH:9]=[CH:10][C:11]([C:13]3([C:16]([NH:18][C:19]4[N:24]=[C:23]([C:25]5[CH:26]=[C:27]([CH:31]=[CH:32][CH:33]=5)[C:28]([OH:30])=[O:29])[C:22]([C:34](OC)=[O:35])=[CH:21][CH:20]=4)=[O:17])[CH2:15][CH2:14]3)=[CH:12][C:6]=2[O:5]1. Product: [F:38][C:4]1([F:3])[O:8][C:7]2[CH:9]=[CH:10][C:11]([C:13]3([C:16]([NH:18][C:19]4[N:24]=[C:23]([C:25]5[CH:26]=[C:27]([CH:31]=[CH:32][CH:33]=5)[C:28]([OH:30])=[O:29])[C:22]([CH2:34][OH:35])=[CH:21][CH:20]=4)=[O:17])[CH2:14][CH2:15]3)=[CH:12][C:6]=2[O:5]1. The catalyst class is: 1. (2) Reactant: [C:1]([C:3]1[CH:4]=[CH:5][C:6]([O:32][CH3:33])=[C:7]([S:9]([NH:12][CH2:13][CH2:14][C:15]2[CH:20]=[CH:19][C:18]([C:21]3[CH:26]=[CH:25][CH:24]=[CH:23][C:22]=3[S:27]([CH3:30])(=[O:29])=[O:28])=[CH:17][C:16]=2[OH:31])(=[O:11])=[O:10])[CH:8]=1)#[N:2].C(N(CC)C(C)C)(C)C.Br[CH2:44][C:45]([O:47][CH2:48][CH3:49])=[O:46].O. Product: [CH2:48]([O:47][C:45](=[O:46])[CH2:44][O:31][C:16]1[CH:17]=[C:18]([C:21]2[CH:26]=[CH:25][CH:24]=[CH:23][C:22]=2[S:27]([CH3:30])(=[O:28])=[O:29])[CH:19]=[CH:20][C:15]=1[CH2:14][CH2:13][NH:12][S:9]([C:7]1[CH:8]=[C:3]([C:1]#[N:2])[CH:4]=[CH:5][C:6]=1[O:32][CH3:33])(=[O:10])=[O:11])[CH3:49]. The catalyst class is: 9. (3) Reactant: [F:1][C:2]([F:24])([F:23])[CH:3]1[N:8]([C:9]([O:11][CH2:12][C:13]2[CH:18]=[CH:17][CH:16]=[CH:15][CH:14]=2)=[O:10])[CH2:7][CH:6]([C:19]([O:21]C)=[O:20])[CH2:5][CH2:4]1.O[Li].O. Product: [CH2:12]([O:11][C:9]([N:8]1[CH:3]([C:2]([F:1])([F:23])[F:24])[CH2:4][CH2:5][CH:6]([C:19]([OH:21])=[O:20])[CH2:7]1)=[O:10])[C:13]1[CH:14]=[CH:15][CH:16]=[CH:17][CH:18]=1. The catalyst class is: 24. (4) Reactant: CN([CH:4]=[O:5])C.[C:6](Cl)(=[O:10])[C:7](Cl)=O.C[C:13]1[CH:18]=[CH:17][N:16]=[C:15]([S:19][CH3:20])[N:14]=1. Product: [OH:5]/[CH:4]=[C:7](\[C:13]1[CH:18]=[CH:17][N:16]=[C:15]([S:19][CH3:20])[N:14]=1)/[CH:6]=[O:10]. The catalyst class is: 22.